From a dataset of Catalyst prediction with 721,799 reactions and 888 catalyst types from USPTO. Predict which catalyst facilitates the given reaction. Reactant: [CH2:1]([O:3][C:4](=[O:18])/[CH:5]=[CH:6]/[C:7]([C:10]1[CH:15]=[CH:14][CH:13]=[C:12]([O:16][CH3:17])[CH:11]=1)([CH3:9])[CH3:8])[CH3:2]. Product: [CH2:1]([O:3][C:4](=[O:18])[CH2:5][CH2:6][C:7]([C:10]1[CH:15]=[CH:14][CH:13]=[C:12]([O:16][CH3:17])[CH:11]=1)([CH3:8])[CH3:9])[CH3:2]. The catalyst class is: 78.